Dataset: Full USPTO retrosynthesis dataset with 1.9M reactions from patents (1976-2016). Task: Predict the reactants needed to synthesize the given product. (1) Given the product [ClH:4].[F:39][C:33]1[CH:34]=[CH:35][CH:36]=[C:37]([F:38])[C:32]=1[NH:31][C:30]([C@@H:21]1[C:22]2[C:27](=[CH:26][CH:25]=[CH:24][CH:23]=2)[CH2:28][CH2:29][N:20]1[C:18](=[O:19])[C@H:17]([CH:41]1[CH2:42][CH2:43][CH2:44][CH2:45][CH2:46]1)[NH:16][C:15](=[O:47])[C@@H:13]([NH:11][CH3:10])[CH3:14])=[O:40], predict the reactants needed to synthesize it. The reactants are: C([Cl:4])(=O)C.C(O[C:10](=O)[N:11]([C@H:13]([C:15](=[O:47])[NH:16][C@@H:17]([CH:41]1[CH2:46][CH2:45][CH2:44][CH2:43][CH2:42]1)[C:18]([N:20]1[CH2:29][CH2:28][C:27]2[C:22](=[CH:23][CH:24]=[CH:25][CH:26]=2)[C@H:21]1[C:30](=[O:40])[NH:31][C:32]1[C:37]([F:38])=[CH:36][CH:35]=[CH:34][C:33]=1[F:39])=[O:19])[CH3:14])C)(C)(C)C. (2) Given the product [NH2:1][CH2:4][C:5]1[CH:10]=[CH:9][N:8]=[C:7]([C:11]([O:13][CH3:14])=[O:12])[CH:6]=1, predict the reactants needed to synthesize it. The reactants are: [N:1]([CH2:4][C:5]1[CH:10]=[CH:9][N:8]=[C:7]([C:11]([O:13][CH3:14])=[O:12])[CH:6]=1)=[N+]=[N-]. (3) Given the product [CH2:9]([C:1]([OH:8])([CH2:18][CH2:19][CH3:20])[CH2:2][CH2:3][CH2:4][CH2:5][CH2:6][OH:7])[CH2:10][CH3:11], predict the reactants needed to synthesize it. The reactants are: [C:1]1(=[O:8])[O:7][CH2:6][CH2:5][CH2:4][CH2:3][CH2:2]1.[CH2:9]([Mg]Cl)[CH2:10][CH3:11].[Cl-].[NH4+].Cl.O1C[CH2:20][CH2:19][CH2:18]1. (4) Given the product [NH:11]1[C:12]2[C:8](=[CH:7][CH:6]=[C:5]([C:3]([OH:4])([CH2:14][CH3:15])[CH2:18][CH3:19])[CH:13]=2)[CH:9]=[CH:10]1, predict the reactants needed to synthesize it. The reactants are: CO[C:3]([C:5]1[CH:13]=[C:12]2[C:8]([CH:9]=[CH:10][NH:11]2)=[CH:7][CH:6]=1)=[O:4].[CH2:14]([Mg]Br)[CH3:15].[CH2:18]1COC[CH2:19]1. (5) Given the product [Cl:6][C:7]1[CH:8]=[C:9]([NH:21][C:22]2[C:31]3[C:26](=[CH:27][CH:28]=[CH:29][C:30]=3[O:32][CH2:33][CH2:34][N:35]([CH:36]3[CH2:38][CH2:37]3)[C:1](=[O:5])[CH2:2][OH:3])[N:25]=[CH:24][N:23]=2)[CH:10]=[CH:11][C:12]=1[O:13][CH2:14][C:15]1[CH:20]=[CH:19][CH:18]=[CH:17][N:16]=1, predict the reactants needed to synthesize it. The reactants are: [C:1]([OH:5])(=O)[CH2:2][OH:3].[Cl:6][C:7]1[CH:8]=[C:9]([NH:21][C:22]2[C:31]3[C:26](=[CH:27][CH:28]=[CH:29][C:30]=3[O:32][CH2:33][CH2:34][NH:35][CH:36]3[CH2:38][CH2:37]3)[N:25]=[CH:24][N:23]=2)[CH:10]=[CH:11][C:12]=1[O:13][CH2:14][C:15]1[CH:20]=[CH:19][CH:18]=[CH:17][N:16]=1. (6) Given the product [C:1]([O:5][C:6](=[O:25])[NH:7][CH2:8][CH2:9][CH2:10][CH2:11][C@H:12]([NH:17][C:18]([O:20][C:21]([CH3:24])([CH3:23])[CH3:22])=[O:19])[CH2:13][NH2:14])([CH3:4])([CH3:3])[CH3:2], predict the reactants needed to synthesize it. The reactants are: [C:1]([O:5][C:6](=[O:25])[NH:7][CH2:8][CH2:9][CH2:10][CH2:11][C@H:12]([NH:17][C:18]([O:20][C:21]([CH3:24])([CH3:23])[CH3:22])=[O:19])[CH2:13][N:14]=[N+]=[N-])([CH3:4])([CH3:3])[CH3:2]. (7) Given the product [F:1][C:2]1[CH:18]=[CH:17][C:5]2[N:6]([C@@H:10]3[CH2:11][CH2:12][C@H:13]([NH:16][CH2:19][C@@H:21]4[CH2:29][C:28]5[C:23](=[CH:24][CH:25]=[C:26]([C:30]#[N:31])[CH:27]=5)[CH2:22]4)[CH2:14][CH2:15]3)[C:7]([CH3:9])=[N:8][C:4]=2[CH:3]=1, predict the reactants needed to synthesize it. The reactants are: [F:1][C:2]1[CH:18]=[CH:17][C:5]2[N:6]([C@@H:10]3[CH2:15][CH2:14][C@H:13]([NH2:16])[CH2:12][CH2:11]3)[C:7]([CH3:9])=[N:8][C:4]=2[CH:3]=1.[CH:19]([C@@H:21]1[CH2:29][C:28]2[C:23](=[CH:24][CH:25]=[C:26]([C:30]#[N:31])[CH:27]=2)[CH2:22]1)=O.